From a dataset of Catalyst prediction with 721,799 reactions and 888 catalyst types from USPTO. Predict which catalyst facilitates the given reaction. Reactant: [CH2:1]([O:3][CH:4]([O:14][CH2:15][CH3:16])[CH2:5][O:6][C:7]1[CH:8]=[CH:9][C:10](F)=[N:11][CH:12]=1)[CH3:2].CC(C)([O-])C.[K+].[CH3:23][C:24]1[N:25]=[CH:26][C:27]([NH:30][C:31]2[C:40]3[C:35](=[CH:36][CH:37]=[C:38]([OH:41])[CH:39]=3)[N:34]=[CH:33][N:32]=2)=[N:28][CH:29]=1. Product: [CH2:1]([O:3][CH:4]([O:14][CH2:15][CH3:16])[CH2:5][O:6][C:7]1[CH:8]=[CH:9][C:10]([O:41][C:38]2[CH:39]=[C:40]3[C:35](=[CH:36][CH:37]=2)[N:34]=[CH:33][N:32]=[C:31]3[NH:30][C:27]2[CH:26]=[N:25][C:24]([CH3:23])=[CH:29][N:28]=2)=[N:11][CH:12]=1)[CH3:2]. The catalyst class is: 16.